The task is: Predict the product of the given reaction.. This data is from Forward reaction prediction with 1.9M reactions from USPTO patents (1976-2016). (1) The product is: [F:3][C:4]1[CH:28]=[CH:27][CH:26]=[C:25]([F:29])[C:5]=1[CH2:6][O:7][C:8]1[C:9]2[N:10]([C:16]([C:20]([OH:22])=[O:21])=[C:17]([CH3:19])[N:18]=2)[CH:11]=[C:12]([O:14][CH3:15])[CH:13]=1. Given the reactants [OH-].[Li+].[F:3][C:4]1[CH:28]=[CH:27][CH:26]=[C:25]([F:29])[C:5]=1[CH2:6][O:7][C:8]1[C:9]2[N:10]([C:16]([C:20]([O:22]CC)=[O:21])=[C:17]([CH3:19])[N:18]=2)[CH:11]=[C:12]([O:14][CH3:15])[CH:13]=1.Cl, predict the reaction product. (2) Given the reactants [CH3:1][C:2]1[C:3]([OH:11])=[CH:4][C:5]2[S:9][CH:8]=[N:7][C:6]=2[CH:10]=1.[Br:12]Br, predict the reaction product. The product is: [Br:12][C:4]1[C:5]2[S:9][CH:8]=[N:7][C:6]=2[CH:10]=[C:2]([CH3:1])[C:3]=1[OH:11]. (3) Given the reactants Br[CH2:2][C:3]1[CH:4]=[C:5]([CH:10]=[CH:11][CH:12]=1)[C:6]([O:8][CH3:9])=[O:7].[NH:13]1[CH2:18][CH2:17][O:16][CH2:15][CH2:14]1, predict the reaction product. The product is: [N:13]1([CH2:2][C:3]2[CH:4]=[C:5]([CH:10]=[CH:11][CH:12]=2)[C:6]([O:8][CH3:9])=[O:7])[CH2:18][CH2:17][O:16][CH2:15][CH2:14]1. (4) Given the reactants [Cl:1][C:2]1[CH:11]=[CH:10][CH:9]=[C:8]2[C:3]=1[CH2:4][CH2:5][NH:6][C:7]2=[O:12].C(C1C(=O)C(Cl)=C(Cl)C(=O)C=1C#N)#N, predict the reaction product. The product is: [Cl:1][C:2]1[CH:11]=[CH:10][CH:9]=[C:8]2[C:3]=1[CH:4]=[CH:5][NH:6][C:7]2=[O:12]. (5) Given the reactants [CH2:1]([NH:3][C@@H:4]([CH3:20])[CH2:5][C:6]1[CH:11]=[CH:10][C:9]([S:12]([C:15]2[S:16][CH:17]=[CH:18][N:19]=2)(=[O:14])=[O:13])=[CH:8][CH:7]=1)[CH3:2].[O:21]=[C:22]1[N:28]([CH2:29][CH2:30][CH2:31][CH:32]=O)[CH2:27][CH2:26][CH2:25][O:24][CH2:23]1.C(O[BH-](OC(=O)C)OC(=O)C)(=O)C.[Na+], predict the reaction product. The product is: [CH2:1]([N:3]([CH:4]([CH3:20])[CH2:5][C:6]1[CH:7]=[CH:8][C:9]([S:12]([C:15]2[S:16][CH:17]=[CH:18][N:19]=2)(=[O:14])=[O:13])=[CH:10][CH:11]=1)[CH2:32][CH2:31][CH2:30][CH2:29][N:28]1[CH2:27][CH2:26][CH2:25][O:24][CH2:23][C:22]1=[O:21])[CH3:2]. (6) Given the reactants [CH3:1][S:2](Cl)(=[O:4])=[O:3].[C:6]([O:10][C:11](=[O:20])[NH:12][C@H:13]1[CH2:18][CH2:17][C@H:16]([OH:19])[CH2:15][CH2:14]1)([CH3:9])([CH3:8])[CH3:7].C(N(CC)CC)C, predict the reaction product. The product is: [C:6]([O:10][C:11]([NH:12][C@H:13]1[CH2:14][CH2:15][C@H:16]([O:19][S:2]([CH3:1])(=[O:4])=[O:3])[CH2:17][CH2:18]1)=[O:20])([CH3:9])([CH3:7])[CH3:8]. (7) Given the reactants [CH:1]1([CH2:4][N:5]2[CH:14]=[CH:13][C:12]3[C:7](=[CH:8][CH:9]=[C:10]([NH:15]N)[CH:11]=3)[C:6]2=[O:17])[CH2:3][CH2:2]1.[NH:18]1C2[C:21](=[CH:22]C=CC=2)[CH:20]=[CH:19]1.[Cl:27]CCCC1OCCO1, predict the reaction product. The product is: [NH2:18][CH2:19][CH2:20][C:21]1[C:11]2=[C:12]3[C:7](=[CH:8][CH:9]=[C:10]2[NH:15][CH:22]=1)[C:6](=[O:17])[N:5]([CH2:4][CH:1]1[CH2:3][CH2:2]1)[CH:14]=[CH:13]3.[ClH:27]. (8) Given the reactants Cl[CH2:2][C:3]1[N:4]=[C:5]2[CH:10]=[CH:9][CH:8]=[CH:7][N:6]2[CH:11]=1.[C:12]1(=[O:22])[NH:16][C:15](=[O:17])[C:14]2=[CH:18][CH:19]=[CH:20][CH:21]=[C:13]12.[K], predict the reaction product. The product is: [N:4]1[C:3]([CH2:2][N:16]2[C:12](=[O:22])[C:13]3[C:14](=[CH:18][CH:19]=[CH:20][CH:21]=3)[C:15]2=[O:17])=[CH:11][N:6]2[CH:7]=[CH:8][CH:9]=[CH:10][C:5]=12. (9) The product is: [F:40][C:36]1[CH:35]=[C:34]([CH:39]=[CH:38][CH:37]=1)[C:33](/[N:32]=[C:19]1/[N:20]([C@@H:21]2[CH2:22][CH2:23][C@H:24]([C:27]([O:29][CH2:30][CH3:31])=[O:28])[CH2:25][CH2:26]2)[C:14]2[CH:13]=[C:12]([O:11][CH2:10][CH2:9][OH:8])[N:17]=[CH:16][C:15]=2[NH:18]/1)=[O:41]. Given the reactants C([O:8][CH2:9][CH2:10][O:11][C:12]1[N:17]=[CH:16][C:15]2[NH:18]/[C:19](=[N:32]\[C:33](=[O:41])[C:34]3[CH:39]=[CH:38][CH:37]=[C:36]([F:40])[CH:35]=3)/[N:20]([C@@H:21]3[CH2:26][CH2:25][C@H:24]([C:27]([O:29][CH2:30][CH3:31])=[O:28])[CH2:23][CH2:22]3)[C:14]=2[CH:13]=1)C1C=CC=CC=1.Cl, predict the reaction product. (10) Given the reactants [SiH3]CC(N)=O.CN1CCOCC1.[CH3:13][O:14][CH:15]1[CH2:20][CH2:19][CH:18]([C:21]([OH:23])=O)[CH2:17][CH2:16]1.C(Cl)(=O)C([Cl:27])=O, predict the reaction product. The product is: [CH3:13][O:14][CH:15]1[CH2:20][CH2:19][CH:18]([C:21]([Cl:27])=[O:23])[CH2:17][CH2:16]1.